From a dataset of Reaction yield outcomes from USPTO patents with 853,638 reactions. Predict the reaction yield, written as a fraction of the theoretical maximum amount of product (1.0 means a 100% yield; for example, 0.34 means a 34% yield). (1) The reactants are Br[C:2]1[C:3]([F:21])=[C:4]([F:20])[C:5]([NH:12][C:13]2[CH:18]=[CH:17][CH:16]=[CH:15][C:14]=2[F:19])=[C:6]([CH:11]=1)[C:7]([O:9][CH3:10])=[O:8].N(C(C)C)C(C)C.[Si:29]([C:33]#[CH:34])([CH3:32])([CH3:31])[CH3:30]. The catalyst is C1COCC1.[Cu]I.Cl[Pd](Cl)([P](C1C=CC=CC=1)(C1C=CC=CC=1)C1C=CC=CC=1)[P](C1C=CC=CC=1)(C1C=CC=CC=1)C1C=CC=CC=1. The product is [F:19][C:14]1[CH:15]=[CH:16][CH:17]=[CH:18][C:13]=1[NH:12][C:5]1[C:4]([F:20])=[C:3]([F:21])[C:2]([C:34]#[C:33][Si:29]([CH3:32])([CH3:31])[CH3:30])=[CH:11][C:6]=1[C:7]([O:9][CH3:10])=[O:8]. The yield is 0.850. (2) The reactants are Cl[C:2]1[CH:14]=[C:13]([F:15])[CH:12]=[CH:11][C:3]=1[NH:4][C:5]1[CH:10]=[CH:9][CH:8]=[CH:7][CH:6]=1.C(P(C(C)(C)C)C(C)(C)C)(C)(C)C.CC(C)([O-])C.[Na+]. The catalyst is C([O-])(=O)C.[Pd+2].C([O-])(=O)C.O1CCOCC1. The product is [F:15][C:13]1[CH:14]=[CH:2][C:3]2[NH:4][C:5]3[C:10]([C:11]=2[CH:12]=1)=[CH:9][CH:8]=[CH:7][CH:6]=3. The yield is 0.350. (3) The reactants are C1([O:7][C:8](=O)[NH:9][CH2:10][C:11]#[C:12][C:13]2[CH:14]=[C:15]3[C:20](=[CH:21][CH:22]=2)[N:19]=[CH:18][N:17]=[C:16]3[NH:23][C:24]2[CH:29]=[CH:28][C:27]([O:30][C:31]3[CH:32]=[N:33][C:34]([CH3:37])=[CH:35][CH:36]=3)=[C:26]([Cl:38])[CH:25]=2)C=CC=CC=1.[CH3:40][NH2:41]. The catalyst is CS(C)=O. The product is [Cl:38][C:26]1[CH:25]=[C:24]([NH:23][C:16]2[C:15]3[C:20](=[CH:21][CH:22]=[C:13]([C:12]#[C:11][CH2:10][NH:9][C:8]([NH:41][CH3:40])=[O:7])[CH:14]=3)[N:19]=[CH:18][N:17]=2)[CH:29]=[CH:28][C:27]=1[O:30][C:31]1[CH:32]=[N:33][C:34]([CH3:37])=[CH:35][CH:36]=1. The yield is 0.900. (4) The reactants are COC1C=C(C=CC=1)CN(CC1C=CC(C(OC)=O)=CC=1)S(C1C=CC(Cl)=CC=1)(=O)=O.[Cl:32][C:33]1[CH:38]=[CH:37][C:36]([S:39]([NH:42][CH2:43][C:44]2[CH:49]=[CH:48][C:47]([C:50]#[N:51])=[CH:46][CH:45]=2)(=[O:41])=[O:40])=[CH:35][CH:34]=1.Cl[CH2:53][C:54]1[N:58]=[C:57]([C:59]([CH3:62])([CH3:61])[CH3:60])[O:56][N:55]=1. No catalyst specified. The product is [Cl:32][C:33]1[CH:38]=[CH:37][C:36]([S:39]([N:42]([CH2:43][C:44]2[CH:49]=[CH:48][C:47]([C:50]#[N:51])=[CH:46][CH:45]=2)[CH2:53][C:54]2[N:58]=[C:57]([C:59]([CH3:62])([CH3:61])[CH3:60])[O:56][N:55]=2)(=[O:40])=[O:41])=[CH:35][CH:34]=1. The yield is 0.790.